Binary Classification. Given a T-cell receptor sequence (or CDR3 region) and an epitope sequence, predict whether binding occurs between them. From a dataset of TCR-epitope binding with 47,182 pairs between 192 epitopes and 23,139 TCRs. The epitope is IYSKHTPINL. The TCR CDR3 sequence is CASSLEVGRTQETQYF. Result: 0 (the TCR does not bind to the epitope).